From a dataset of Reaction yield outcomes from USPTO patents with 853,638 reactions. Predict the reaction yield, written as a fraction of the theoretical maximum amount of product (1.0 means a 100% yield; for example, 0.34 means a 34% yield). (1) The reactants are [Cl:1][C:2]1[CH:7]=[CH:6][C:5]([C:8]2[N:9]=[CH:10][C:11]([C:21]([OH:23])=[O:22])=[N:12][C:13]=2[C:14]2[CH:19]=[CH:18][C:17]([Cl:20])=[CH:16][CH:15]=2)=[CH:4][CH:3]=1.[C:24](OC(N(C)C)O[C:24]([CH3:27])([CH3:26])[CH3:25])([CH3:27])([CH3:26])[CH3:25].O.C(OCC)C. The catalyst is C1(C)C=CC=CC=1. The product is [Cl:1][C:2]1[CH:3]=[CH:4][C:5]([C:8]2[N:9]=[CH:10][C:11]([C:21]([O:23][C:24]([CH3:27])([CH3:26])[CH3:25])=[O:22])=[N:12][C:13]=2[C:14]2[CH:19]=[CH:18][C:17]([Cl:20])=[CH:16][CH:15]=2)=[CH:6][CH:7]=1. The yield is 0.520. (2) The reactants are [OH:1][C@H:2]1[CH2:7][CH2:6][C@H:5]([N:8]2[C:13](=[O:14])[C:12]([CH2:15][C:16]3[CH:21]=[CH:20][C:19]([C:22]4[C:23]([C:28]#[N:29])=[CH:24][CH:25]=[CH:26][CH:27]=4)=[CH:18][CH:17]=3)=[C:11]([CH2:30][CH2:31][CH3:32])[N:10]3[N:33]=[CH:34][N:35]=[C:9]23)[CH2:4][CH2:3]1.Br[C:37]1[CH:42]=[CH:41][C:40](O)=[CH:39][CH:38]=1.C1(P(C2C=CC=CC=2)C2C=CC=CC=2)C=CC=CC=1.N(C(OC(C)C)=O)=NC([O:67][CH:68](C)[CH3:69])=O.Cl.C([Sn](CCCC)(C(OCC)=C)CCCCC)CCC.[F-].[K+]. The catalyst is O1CCCC1.Cl[Pd](Cl)([P](C1C=CC=CC=1)(C1C=CC=CC=1)C1C=CC=CC=1)[P](C1C=CC=CC=1)(C1C=CC=CC=1)C1C=CC=CC=1. The product is [C:68]([C:37]1[CH:42]=[CH:41][C:40]([O:1][C@@H:2]2[CH2:7][CH2:6][C@H:5]([N:8]3[C:13](=[O:14])[C:12]([CH2:15][C:16]4[CH:21]=[CH:20][C:19]([C:22]5[C:23]([C:28]#[N:29])=[CH:24][CH:25]=[CH:26][CH:27]=5)=[CH:18][CH:17]=4)=[C:11]([CH2:30][CH2:31][CH3:32])[N:10]4[N:33]=[CH:34][N:35]=[C:9]34)[CH2:4][CH2:3]2)=[CH:39][CH:38]=1)(=[O:67])[CH3:69]. The yield is 0.320. (3) The reactants are Cl.C(OC(=O)[NH:8][C:9]1[C:10]([C:16](=[O:25])[NH:17][C:18]2[CH:23]=[CH:22][N:21]=[C:20]([Cl:24])[CH:19]=2)=[N:11][C:12]([CH3:15])=[CH:13][CH:14]=1)(C)(C)C. The yield is 0.970. The catalyst is CO. The product is [Cl:24][C:20]1[CH:19]=[C:18]([NH:17][C:16]([C:10]2[C:9]([NH2:8])=[CH:14][CH:13]=[C:12]([CH3:15])[N:11]=2)=[O:25])[CH:23]=[CH:22][N:21]=1. (4) The reactants are [Cl:1][C:2]1[CH:18]=[CH:17][C:5]([C:6]([NH:8][C:9]2[CH:14]=[CH:13][C:12]([S:15][CH3:16])=[CH:11][CH:10]=2)=O)=[CH:4][CH:3]=1.COC1C=CC(P2(SP(C3C=CC(OC)=CC=3)(=S)S2)=[S:28])=CC=1. The catalyst is C1(C)C=CC=CC=1. The product is [Cl:1][C:2]1[CH:18]=[CH:17][C:5]([C:6](=[S:28])[NH:8][C:9]2[CH:14]=[CH:13][C:12]([S:15][CH3:16])=[CH:11][CH:10]=2)=[CH:4][CH:3]=1. The yield is 0.480. (5) The reactants are CC(C)([O-])C.[Na+].CC1(C)P([C:24]2[CH:29]=[CH:28][CH:27]=[CH:26][C:25]=2[C:24]2[C:29](C(C)C)=[CH:28][C:27](C(C)C)=[CH:26][C:25]=2C(C)C)C(C)(C)CC2(OCCO2)C1.BrC1C=CC=CC=1.[C:49]1([SH:55])[CH:54]=[CH:53][CH:52]=[CH:51][CH:50]=1. The catalyst is C1C=CC(/C=C/C(/C=C/C2C=CC=CC=2)=O)=CC=1.C1C=CC(/C=C/C(/C=C/C2C=CC=CC=2)=O)=CC=1.C1C=CC(/C=C/C(/C=C/C2C=CC=CC=2)=O)=CC=1.[Pd].[Pd].O1CCOCC1. The product is [C:49]1([S:55][C:24]2[CH:25]=[CH:26][CH:27]=[CH:28][CH:29]=2)[CH:54]=[CH:53][CH:52]=[CH:51][CH:50]=1. The yield is 0.880. (6) The reactants are Br[C:2]1[CH:3]=[N:4][C:5]2[C:10]([CH:11]=1)=[CH:9][C:8]([CH:12]([CH3:18])[C:13]([O:15][CH2:16][CH3:17])=[O:14])=[CH:7][CH:6]=2.[CH3:19][N:20]1[CH:24]=[C:23](B2OC(C)(C)C(C)(C)O2)[CH:22]=[N:21]1. The catalyst is C1C=CC([P]([Pd]([P](C2C=CC=CC=2)(C2C=CC=CC=2)C2C=CC=CC=2)([P](C2C=CC=CC=2)(C2C=CC=CC=2)C2C=CC=CC=2)[P](C2C=CC=CC=2)(C2C=CC=CC=2)C2C=CC=CC=2)(C2C=CC=CC=2)C2C=CC=CC=2)=CC=1.C([O-])([O-])=O.[Na+].[Na+]. The product is [CH2:16]([O:15][C:13](=[O:14])[CH:12]([C:8]1[CH:9]=[C:10]2[C:5](=[CH:6][CH:7]=1)[N:4]=[CH:3][C:2]([C:23]1[CH:22]=[N:21][N:20]([CH3:19])[CH:24]=1)=[CH:11]2)[CH3:18])[CH3:17]. The yield is 0.950. (7) The reactants are O[CH2:2][CH2:3][N:4]([CH2:17][CH2:18][C:19]1[CH:24]=[CH:23][CH:22]=[CH:21][CH:20]=1)[C:5]([NH:7][CH2:8][CH2:9][CH2:10][C:11]1[CH:16]=[CH:15][N:14]=[CH:13][CH:12]=1)=[S:6].C1(P(C2C=CC=CC=2)C2C=CC=CC=2)C=CC=CC=1.N(C(OC(C)C)=O)=NC(OC(C)C)=O.C(OCC)(=O)C. The catalyst is O1CCCC1. The product is [CH2:17]([N:4]1[CH2:3][CH2:2][N:7]([CH2:8][CH2:9][CH2:10][C:11]2[CH:16]=[CH:15][N:14]=[CH:13][CH:12]=2)[C:5]1=[S:6])[CH2:18][C:19]1[CH:24]=[CH:23][CH:22]=[CH:21][CH:20]=1. The yield is 0.190. (8) The reactants are N[C:2]([C:7]1[CH:12]=[CH:11][CH:10]=[C:9]([Br:13])[CH:8]=1)([CH3:6])[C:3]([OH:5])=[O:4].O1CCOCC1.[CH3:20][C:21]([O:24][C:25](O[C:25]([O:24][C:21]([CH3:23])([CH3:22])[CH3:20])=[O:26])=[O:26])([CH3:23])[CH3:22]. The catalyst is [OH-].[K+]. The product is [Br:13][C:9]1[CH:8]=[C:7]([C:2]([C:25]([O:24][C:21]([CH3:23])([CH3:22])[CH3:20])=[O:26])([CH3:6])[C:3]([OH:5])=[O:4])[CH:12]=[CH:11][CH:10]=1. The yield is 0.790. (9) The reactants are [CH3:1][O:2][C:3]1[CH:4]=[C:5]2[C:9](=[CH:10][CH:11]=1)[C:8](=[N:12]O)[CH2:7][CH2:6]2.N. The catalyst is CO.[Ni]. The product is [CH3:1][O:2][C:3]1[CH:4]=[C:5]2[C:9](=[CH:10][CH:11]=1)[CH:8]([NH2:12])[CH2:7][CH2:6]2. The yield is 0.450. (10) The reactants are [N:1]1([CH2:6][CH2:7][CH2:8][O:9][C:10]2[CH:15]=[CH:14][C:13]([C:16]3([C:22]#[N:23])[CH2:21][CH2:20][O:19][CH2:18][CH2:17]3)=[CH:12][CH:11]=2)[CH2:5][CH2:4][CH2:3][CH2:2]1.P([O-])(OCC)(SCC)=[S:25].C([O-])(O)=O.[Na+]. The catalyst is ClCCl.O.C(OCC)(=O)C. The product is [N:1]1([CH2:6][CH2:7][CH2:8][O:9][C:10]2[CH:15]=[CH:14][C:13]([C:16]3([C:22](=[S:25])[NH2:23])[CH2:17][CH2:18][O:19][CH2:20][CH2:21]3)=[CH:12][CH:11]=2)[CH2:5][CH2:4][CH2:3][CH2:2]1. The yield is 0.280.